Dataset: Forward reaction prediction with 1.9M reactions from USPTO patents (1976-2016). Task: Predict the product of the given reaction. (1) The product is: [CH3:1][C:2]1[CH:7]=[CH:6][N:5]=[CH:4][C:3]=1[N:8]1[CH2:12][CH2:11][N:10]([C:15]2[CH:20]=[CH:19][CH:18]=[CH:17][CH:16]=2)[C:9]1=[O:13]. Given the reactants [CH3:1][C:2]1[CH:7]=[CH:6][N:5]=[CH:4][C:3]=1[N:8]1[CH2:12][CH2:11][NH:10][C:9]1=[O:13].Br[C:15]1[CH:20]=[CH:19][CH:18]=[CH:17][CH:16]=1.N[C@@H]1CCCC[C@H]1N.P([O-])([O-])([O-])=O.[K+].[K+].[K+], predict the reaction product. (2) Given the reactants [CH3:1][O:2][C:3]1[CH:8]=[CH:7][CH:6]=[CH:5][C:4]=1[N:9]1[CH2:14][CH2:13][NH:12][CH2:11][CH2:10]1.OS(O)(=O)=O.[N+:20]([O-])([O-:22])=[O:21].[K+], predict the reaction product. The product is: [CH3:1][O:2][C:3]1[CH:8]=[CH:7][C:6]([N+:20]([O-:22])=[O:21])=[CH:5][C:4]=1[N:9]1[CH2:14][CH2:13][NH:12][CH2:11][CH2:10]1. (3) The product is: [F:13][C:14]([F:24])([F:25])[C:15]1[CH:16]=[CH:17][C:18]([CH2:21][CH2:22][NH:23][CH2:2][C@@H:3]([C@H:5]([C@@H:7]([C@@H:9]([CH2:11][OH:12])[OH:10])[OH:8])[OH:6])[OH:4])=[CH:19][CH:20]=1. Given the reactants O=[CH:2][C@@H:3]([C@H:5]([C@@H:7]([C@@H:9]([CH2:11][OH:12])[OH:10])[OH:8])[OH:6])[OH:4].[F:13][C:14]([F:25])([F:24])[C:15]1[CH:20]=[CH:19][C:18]([CH2:21][CH2:22][NH2:23])=[CH:17][CH:16]=1.Cl.[H][H], predict the reaction product. (4) Given the reactants [CH:1]1([CH2:4][O:5][C:6]2[CH:11]=[CH:10][C:9]([F:12])=[CH:8][C:7]=2[C:13]2[C:14]3[N:21]([CH2:22][O:23][CH2:24][CH2:25][Si:26]([CH3:29])([CH3:28])[CH3:27])[C:20]([CH3:30])=[C:19]([C:31]([OH:33])=O)[C:15]=3[N:16]=[CH:17][N:18]=2)[CH2:3][CH2:2]1.[NH2:34][C@@H:35]1[CH2:40][CH2:39][C@H:38]([NH:41][C:42](=[O:48])[O:43][C:44]([CH3:47])([CH3:46])[CH3:45])[CH2:37][CH2:36]1, predict the reaction product. The product is: [C:44]([O:43][C:42](=[O:48])[NH:41][CH:38]1[CH2:37][CH2:36][CH:35]([NH:34][C:31]([C:19]2[C:15]3[N:16]=[CH:17][N:18]=[C:13]([C:7]4[CH:8]=[C:9]([F:12])[CH:10]=[CH:11][C:6]=4[O:5][CH2:4][CH:1]4[CH2:2][CH2:3]4)[C:14]=3[N:21]([CH2:22][O:23][CH2:24][CH2:25][Si:26]([CH3:29])([CH3:27])[CH3:28])[C:20]=2[CH3:30])=[O:33])[CH2:40][CH2:39]1)([CH3:47])([CH3:45])[CH3:46]. (5) Given the reactants [CH3:1][CH:2]([CH2:4][CH2:5][CH2:6][C@H:7]([C@@H:9]1[C@:26]2([CH3:27])[C@H:12]([C@H:13]3[C@H:23]([CH2:24][CH2:25]2)[C@:21]2([CH3:22])[C:16](=[CH:17][C:18](=O)[CH:19]=[CH:20]2)[CH:15]=[CH:14]3)[CH2:11][CH2:10]1)[CH3:8])[CH3:3].Cl.[NH2:30][OH:31], predict the reaction product. The product is: [CH3:1][CH:2]([CH2:4][CH2:5][CH2:6][C@H:7]([C@@H:9]1[C@:26]2([CH3:27])[C@H:12]([C@H:13]3[C@H:23]([CH2:24][CH2:25]2)[C@:21]2([CH3:22])[C:16](=[CH:17][C:18](=[N:30][OH:31])[CH:19]=[CH:20]2)[CH:15]=[CH:14]3)[CH2:11][CH2:10]1)[CH3:8])[CH3:3]. (6) The product is: [CH:1]1([C:4]2[CH:12]=[C:11]3[C:7]([C:8]([CH2:19][C:20]4[CH:21]=[CH:22][CH:23]=[C:24]([C:26]5[NH:30][N:29]=[N:28][N:27]=5)[N:25]=4)=[C:9]([C:13]4[CH:18]=[CH:17][CH:16]=[CH:15][CH:14]=4)[NH:10]3)=[CH:6][CH:5]=2)[CH2:2][CH2:3]1. Given the reactants [CH:1]1([C:4]2[CH:12]=[C:11]3[C:7]([C:8]([CH2:19][C:20]4[N:25]=[C:24]([C:26]#[N:27])[CH:23]=[CH:22][CH:21]=4)=[C:9]([C:13]4[CH:18]=[CH:17][CH:16]=[CH:15][CH:14]=4)[NH:10]3)=[CH:6][CH:5]=2)[CH2:3][CH2:2]1.[N-:28]=[N+:29]=[N-:30].[Na+].C(O)(C)C.Cl, predict the reaction product.